From a dataset of Full USPTO retrosynthesis dataset with 1.9M reactions from patents (1976-2016). Predict the reactants needed to synthesize the given product. The reactants are: [Cl:1][C:2]1[CH:3]=[C:4]([CH:7]=[CH:8][C:9]=1[C:10]1[O:14][CH:13]=[N:12][CH:11]=1)[CH2:5][NH2:6].[N:15]1[S:16][N:17]=[C:18]2[C:23]([CH:24]=O)=[CH:22][CH:21]=[CH:20][C:19]=12. Given the product [N:15]1[S:16][N:17]=[C:18]2[C:23]([CH2:24][NH:6][CH2:5][C:4]3[CH:7]=[CH:8][C:9]([C:10]4[O:14][CH:13]=[N:12][CH:11]=4)=[C:2]([Cl:1])[CH:3]=3)=[CH:22][CH:21]=[CH:20][C:19]=12, predict the reactants needed to synthesize it.